This data is from Catalyst prediction with 721,799 reactions and 888 catalyst types from USPTO. The task is: Predict which catalyst facilitates the given reaction. (1) Reactant: [N-:1]=[C:2]=[S:3].[Na+].N1C=CC=CC=1.CS(O[N:16]=[C:17](Cl)[C@H:18]1[CH2:22][O:21][C:20]2([CH2:27][CH2:26][CH2:25][CH2:24][CH2:23]2)[O:19]1)(=O)=O.[CH3:29][C:30]1[C:35]([O:36][C:37]2[C:38]([NH2:50])=[N:39][CH:40]=[C:41]([S:43][C:44]3[CH:49]=[CH:48][CH:47]=[CH:46][N:45]=3)[CH:42]=2)=[CH:34][CH:33]=[CH:32][N:31]=1. Product: [CH3:29][C:30]1[C:35]([O:36][C:37]2[C:38]([NH:50][C:2]3[S:3][N:16]=[C:17]([C@H:18]4[CH2:22][O:21][C:20]5([CH2:23][CH2:24][CH2:25][CH2:26][CH2:27]5)[O:19]4)[N:1]=3)=[N:39][CH:40]=[C:41]([S:43][C:44]3[CH:49]=[CH:48][CH:47]=[CH:46][N:45]=3)[CH:42]=2)=[CH:34][CH:33]=[CH:32][N:31]=1. The catalyst class is: 10. (2) Reactant: [I:1][C:2]1[CH:7]=[CH:6][C:5]([S:8](Cl)(=[O:10])=[O:9])=[CH:4][CH:3]=1.C(N(CC)CC)C.[NH:19]1[CH2:24][CH2:23][O:22][CH2:21][CH2:20]1.C(OC(C)C)(C)C. Product: [I:1][C:2]1[CH:7]=[CH:6][C:5]([S:8]([N:19]2[CH2:24][CH2:23][O:22][CH2:21][CH2:20]2)(=[O:10])=[O:9])=[CH:4][CH:3]=1. The catalyst class is: 2. (3) The catalyst class is: 4. Product: [OH:8][CH2:9][C:10]1[C:19]2[C:14](=[CH:15][C:16]([O:20][CH3:21])=[CH:17][CH:18]=2)[C:13]([NH:22][CH:23]2[CH2:28][CH2:27][N:26]([CH2:29][C:30]3[CH:39]=[CH:38][C:37]4[C:32](=[CH:33][CH:34]=[CH:35][CH:36]=4)[CH:31]=3)[CH2:25][CH2:24]2)=[N:12][N:11]=1. Reactant: C([O:8][CH2:9][C:10]1[C:19]2[C:14](=[CH:15][C:16]([O:20][CH3:21])=[CH:17][CH:18]=2)[C:13]([NH:22][CH:23]2[CH2:28][CH2:27][N:26]([CH2:29][C:30]3[CH:39]=[CH:38][C:37]4[C:32](=[CH:33][CH:34]=[CH:35][CH:36]=4)[CH:31]=3)[CH2:25][CH2:24]2)=[N:12][N:11]=1)C1C=CC=CC=1.B(Cl)(Cl)Cl.C(=O)(O)[O-].[Na+]. (4) Reactant: [CH2:1]([N:8]([CH3:24])[C:9]1[C:14]2[CH2:15][O:16][C:17]([CH3:20])([CH3:19])[CH2:18][C:13]=2[C:12]([C:21]#[N:22])=[C:11](S)[N:10]=1)[C:2]1[CH:7]=[CH:6][CH:5]=[CH:4][CH:3]=1.BrCC[OH:28]. Product: [CH2:1]([N:8]([CH3:24])[C:9]1[C:14]2[CH2:15][O:16][C:17]([CH3:20])([CH3:19])[CH2:18][C:13]=2[C:12]([C:21]#[N:22])=[C:11]([OH:28])[N:10]=1)[C:2]1[CH:7]=[CH:6][CH:5]=[CH:4][CH:3]=1. The catalyst class is: 562. (5) Reactant: [Cl:1][C:2]1[C:16]([Cl:17])=[CH:15][C:5]2[NH:6][C:7]([C:9](=[O:14])[C:10]([F:13])([F:12])[F:11])=[N:8][C:4]=2[CH:3]=1.[C:18]([Mg]Br)([CH3:20])=[CH2:19]. Product: [Cl:17][C:16]1[C:2]([Cl:1])=[CH:3][C:4]2[NH:8][C:7]([C:9]([OH:14])([C:18]([CH3:20])=[CH2:19])[C:10]([F:13])([F:11])[F:12])=[N:6][C:5]=2[CH:15]=1. The catalyst class is: 76. (6) Reactant: [CH2:1]1[NH:6][CH2:5][CH2:4][N:3]2[CH2:7][CH2:8][CH2:9][CH:2]12.Cl[C:11]1[N:12]=[CH:13][C:14]([C:17]([NH:19][C:20]2[NH:21][N:22]=[C:23]([CH2:25][CH2:26][C:27]3[CH:32]=[C:31]([O:33][CH3:34])[CH:30]=[C:29]([O:35][CH3:36])[CH:28]=3)[CH:24]=2)=[O:18])=[N:15][CH:16]=1. Product: [CH2:1]1[CH:2]2[CH2:9][CH2:8][CH2:7][N:3]2[CH2:4][CH2:5][N:6]1[C:11]1[N:12]=[CH:13][C:14]([C:17]([NH:19][C:20]2[NH:21][N:22]=[C:23]([CH2:25][CH2:26][C:27]3[CH:32]=[C:31]([O:33][CH3:34])[CH:30]=[C:29]([O:35][CH3:36])[CH:28]=3)[CH:24]=2)=[O:18])=[N:15][CH:16]=1. The catalyst class is: 16. (7) Reactant: [O:1]1[CH:5]=[CH:4][C:3]([C:6]2[N:7]([CH2:13][O:14][CH2:15][CH2:16][Si:17]([CH3:20])([CH3:19])[CH3:18])[CH:8]=[C:9]([CH2:11][OH:12])[N:10]=2)=[N:2]1.N1C=NN=N1.C(N(C(C)C)[P:30]([O:36][C:37]([CH3:40])([CH3:39])[CH3:38])[O:31][C:32]([CH3:35])([CH3:34])[CH3:33])(C)C.OO.S([O-])([O-])(=[O:48])=S.[Na+].[Na+]. Product: [O:1]1[CH:5]=[CH:4][C:3]([C:6]2[N:7]([CH2:13][O:14][CH2:15][CH2:16][Si:17]([CH3:20])([CH3:19])[CH3:18])[CH:8]=[C:9]([CH2:11][O:12][P:30](=[O:48])([O:31][C:32]([CH3:33])([CH3:34])[CH3:35])[O:36][C:37]([CH3:38])([CH3:39])[CH3:40])[N:10]=2)=[N:2]1. The catalyst class is: 1. (8) Reactant: [Cl:1][C:2]1[CH:7]=[CH:6][CH:5]=[C:4]([Cl:8])[C:3]=1[N:9]1[CH:20]=[C:19]([CH:21]=[O:22])[C:12]2[N:13]=[C:14](SC)[N:15]=[CH:16][C:11]=2[C:10]1=[O:23].ClC1C=C(C=CC=1)C(OO)=O.[CH3:35][N:36]1[CH2:41][CH2:40][N:39]([C:42]2[CH:48]=[CH:47][C:45]([NH2:46])=[CH:44][CH:43]=2)[CH2:38][CH2:37]1. Product: [Cl:1][C:2]1[CH:7]=[CH:6][CH:5]=[C:4]([Cl:8])[C:3]=1[N:9]1[CH:20]=[C:19]([CH:21]=[O:22])[C:12]2[N:13]=[C:14]([NH:46][C:45]3[CH:44]=[CH:43][C:42]([N:39]4[CH2:38][CH2:37][N:36]([CH3:35])[CH2:41][CH2:40]4)=[CH:48][CH:47]=3)[N:15]=[CH:16][C:11]=2[C:10]1=[O:23]. The catalyst class is: 4. (9) Reactant: [Cl:1][C:2]1[N:3]=[C:4]([C:9]([NH:11][C@H:12]2[CH2:17][CH2:16][N:15]([C:18]3[O:19][C:20]([CH2:30][CH2:31][CH3:32])=[C:21]([C:23]([O:25]CCCC)=[O:24])[N:22]=3)[CH2:14][C@H:13]2[O:33][CH3:34])=[O:10])[NH:5][C:6]=1[CH2:7][CH3:8].[OH-].[Li+].CO. Product: [Cl:1][C:2]1[N:3]=[C:4]([C:9]([NH:11][C@H:12]2[CH2:17][CH2:16][N:15]([C:18]3[O:19][C:20]([CH2:30][CH2:31][CH3:32])=[C:21]([C:23]([OH:25])=[O:24])[N:22]=3)[CH2:14][C@H:13]2[O:33][CH3:34])=[O:10])[NH:5][C:6]=1[CH2:7][CH3:8]. The catalyst class is: 1.